From a dataset of HIV replication inhibition screening data with 41,000+ compounds from the AIDS Antiviral Screen. Binary Classification. Given a drug SMILES string, predict its activity (active/inactive) in a high-throughput screening assay against a specified biological target. (1) The compound is CCOC(=O)COc1ccc2c(C)c(CCN(CC)CC)c(=O)oc2c1. The result is 0 (inactive). (2) The drug is CCC(C)C(NC(=O)CNC(=O)C(Cc1c[nH]cn1)NC(=O)C(NC(=O)C(CS)NC(=O)C(CCC(N)=O)NC(=O)C(NC(=O)C(NC(=O)C(CO)NC(=O)C(NC(=O)C(CC(N)=O)NC(=O)C(NC(=O)C(CO)NC(=O)C1CCCN1C(=O)CNC(=O)C(NC(=O)CN)C(C)O)C(C)O)C(C)C)C(C)O)C(C)C)C(C)O)C(=O)NC(CCCNC(=N)N)C(N)=O. The result is 0 (inactive). (3) The compound is COC(=O)C12C3C4C1C1C2C3C41I. The result is 0 (inactive).